From a dataset of Peptide-MHC class II binding affinity with 134,281 pairs from IEDB. Regression. Given a peptide amino acid sequence and an MHC pseudo amino acid sequence, predict their binding affinity value. This is MHC class II binding data. (1) The MHC is DRB1_0401 with pseudo-sequence DRB1_0401. The peptide sequence is AFDVAATAANAAPAN. The binding affinity (normalized) is 0.360. (2) The peptide sequence is IGGRVHFFRDISPIG. The MHC is H-2-IAs with pseudo-sequence H-2-IAs. The binding affinity (normalized) is 0.520.